Dataset: Catalyst prediction with 721,799 reactions and 888 catalyst types from USPTO. Task: Predict which catalyst facilitates the given reaction. Reactant: [Cl:1][C:2]1[CH:7]=[CH:6][C:5]([C:8]2[C:12]([C:13]([O:15]CC)=[O:14])=[C:11]([C:18]([O:20]CC)=[O:19])[S:10][N:9]=2)=[CH:4][CH:3]=1.[OH-].[Na+].Cl. Product: [Cl:1][C:2]1[CH:3]=[CH:4][C:5]([C:8]2[C:12]([C:13]([OH:15])=[O:14])=[C:11]([C:18]([OH:20])=[O:19])[S:10][N:9]=2)=[CH:6][CH:7]=1. The catalyst class is: 40.